Dataset: Full USPTO retrosynthesis dataset with 1.9M reactions from patents (1976-2016). Task: Predict the reactants needed to synthesize the given product. (1) Given the product [Br:1][C:2]1[S:3][CH:4]=[C:5]([CH2:7][N:8]([C:9]2[CH:14]=[CH:13][C:12]([F:15])=[CH:11][CH:10]=2)[C:27](=[O:28])[C:26]([CH3:31])([CH3:30])[CH3:25])[N:6]=1, predict the reactants needed to synthesize it. The reactants are: [Br:1][C:2]1[S:3][CH:4]=[C:5]([CH2:7][NH:8][C:9]2[CH:14]=[CH:13][C:12]([F:15])=[CH:11][CH:10]=2)[N:6]=1.C(N(C(C)C)CC)(C)C.[CH3:25][C:26]([CH3:31])([CH3:30])[C:27](Cl)=[O:28]. (2) Given the product [OH:14][N:13]=[C:1]1[C:10]2[C:5](=[CH:6][CH:7]=[CH:8][CH:9]=2)[CH2:4][CH2:3][CH2:2]1, predict the reactants needed to synthesize it. The reactants are: [C:1]1(=O)[C:10]2[C:5](=[CH:6][CH:7]=[CH:8][CH:9]=2)[CH2:4][CH2:3][CH2:2]1.Cl.[NH2:13][OH:14]. (3) Given the product [Cl:3][C:4]1[C:12]2[O:11][CH:10]=[CH:9][C:8]=2[CH:7]=[C:6]([C:13]([C@H:15]2[CH2:17][C@@H:16]2[C:18]([OH:20])=[O:19])=[O:14])[CH:5]=1, predict the reactants needed to synthesize it. The reactants are: [OH-].[Na+].[Cl:3][C:4]1[C:12]2[O:11][CH:10]=[CH:9][C:8]=2[CH:7]=[C:6]([C:13]([C@H:15]2[CH2:17][C@@H:16]2[C:18]([O:20]C)=[O:19])=[O:14])[CH:5]=1.Cl.C(OCC)(=O)C. (4) Given the product [Si:21]([O:5][CH2:4][CH2:3][CH:2]([C:6]1[CH:11]=[CH:10][C:9]([C:12]([F:13])([F:14])[F:15])=[C:8]([F:16])[CH:7]=1)[NH2:1])([C:18]([CH3:20])([CH3:19])[CH3:17])([CH3:23])[CH3:22], predict the reactants needed to synthesize it. The reactants are: [NH2:1][CH:2]([C:6]1[CH:11]=[CH:10][C:9]([C:12]([F:15])([F:14])[F:13])=[C:8]([F:16])[CH:7]=1)[CH2:3][CH2:4][OH:5].[CH3:17][C:18]([Si:21](Cl)([CH3:23])[CH3:22])([CH3:20])[CH3:19].CCN(C(C)C)C(C)C.C(Cl)Cl. (5) Given the product [CH3:20][N:12]1[C:13]2=[N:14][CH:15]=[N:16][C:17]([NH2:19])=[C:18]2[C:10]([C:6]2[CH:5]=[C:4]3[C:9](=[CH:8][CH:7]=2)[N:1]([C:31](=[O:32])[CH2:30][C:23]2[CH:24]=[C:25]([F:29])[CH:26]=[C:27]([F:28])[C:22]=2[F:21])[CH2:2][CH2:3]3)=[N:11]1, predict the reactants needed to synthesize it. The reactants are: [NH:1]1[C:9]2[C:4](=[CH:5][C:6]([C:10]3[C:18]4[C:13](=[N:14][CH:15]=[N:16][C:17]=4[NH2:19])[N:12]([CH3:20])[N:11]=3)=[CH:7][CH:8]=2)[CH2:3][CH2:2]1.[F:21][C:22]1[C:27]([F:28])=[CH:26][C:25]([F:29])=[CH:24][C:23]=1[CH2:30][C:31](O)=[O:32].CN(C(ON1N=NC2C=CC=NC1=2)=[N+](C)C)C.F[P-](F)(F)(F)(F)F.CCN(C(C)C)C(C)C.